This data is from NCI-60 drug combinations with 297,098 pairs across 59 cell lines. The task is: Regression. Given two drug SMILES strings and cell line genomic features, predict the synergy score measuring deviation from expected non-interaction effect. (1) Drug 1: C1CC(=O)NC(=O)C1N2CC3=C(C2=O)C=CC=C3N. Drug 2: CC1C(C(=O)NC(C(=O)N2CCCC2C(=O)N(CC(=O)N(C(C(=O)O1)C(C)C)C)C)C(C)C)NC(=O)C3=C4C(=C(C=C3)C)OC5=C(C(=O)C(=C(C5=N4)C(=O)NC6C(OC(=O)C(N(C(=O)CN(C(=O)C7CCCN7C(=O)C(NC6=O)C(C)C)C)C)C(C)C)C)N)C. Cell line: TK-10. Synergy scores: CSS=0.486, Synergy_ZIP=1.87, Synergy_Bliss=8.61, Synergy_Loewe=6.73, Synergy_HSA=6.83. (2) Drug 1: CC1OCC2C(O1)C(C(C(O2)OC3C4COC(=O)C4C(C5=CC6=C(C=C35)OCO6)C7=CC(=C(C(=C7)OC)O)OC)O)O. Drug 2: CN(CCCl)CCCl.Cl. Cell line: RXF 393. Synergy scores: CSS=26.1, Synergy_ZIP=-6.85, Synergy_Bliss=-3.42, Synergy_Loewe=-0.807, Synergy_HSA=0.449.